This data is from NCI-60 drug combinations with 297,098 pairs across 59 cell lines. The task is: Regression. Given two drug SMILES strings and cell line genomic features, predict the synergy score measuring deviation from expected non-interaction effect. Drug 1: CNC(=O)C1=CC=CC=C1SC2=CC3=C(C=C2)C(=NN3)C=CC4=CC=CC=N4. Drug 2: C1C(C(OC1N2C=NC(=NC2=O)N)CO)O. Cell line: OVCAR3. Synergy scores: CSS=9.63, Synergy_ZIP=-1.01, Synergy_Bliss=0.0948, Synergy_Loewe=-7.80, Synergy_HSA=-2.61.